This data is from Catalyst prediction with 721,799 reactions and 888 catalyst types from USPTO. The task is: Predict which catalyst facilitates the given reaction. (1) Reactant: [C:1](=O)([O-])[O-].[Cs+].[Cs+].[Cl:7][C:8]1[CH:13]=[CH:12][C:11]([OH:14])=[C:10]([C:15]2[N:16]=[CH:17][S:18][CH:19]=2)[CH:9]=1.C[O:21][C:22](=[O:41])[CH2:23][CH2:24][C:25]1[CH:30]=[CH:29][C:28]([O:31][CH2:32][CH2:33][C@@H:34](OS(C)(=O)=O)[CH3:35])=[CH:27][CH:26]=1.[OH-].[Na+].Cl. Product: [Cl:7][C:8]1[CH:13]=[CH:12][C:11]([O:14][C@@H:34]([CH3:35])[CH2:33][CH2:32][O:31][C:28]2[CH:29]=[CH:30][C:25]([CH2:24][CH2:23][C:22]([OH:21])=[O:41])=[C:26]([CH3:1])[CH:27]=2)=[C:10]([C:15]2[N:16]=[CH:17][S:18][CH:19]=2)[CH:9]=1. The catalyst class is: 3. (2) Reactant: [CH:1]1([N:4]([CH2:12][C:13]2[CH:14]=[C:15]([CH2:23][CH2:24][C:25](OC)=[O:26])[CH:16]=[C:17]3[C:22]=2[N:21]=[CH:20][CH:19]=[CH:18]3)[C:5]([O:7][C:8]([CH3:11])([CH3:10])[CH3:9])=[O:6])[CH2:3][CH2:2]1.[BH4-].[Li+]. Product: [CH:1]1([N:4]([CH2:12][C:13]2[CH:14]=[C:15]([CH2:23][CH2:24][CH2:25][OH:26])[CH:16]=[C:17]3[C:22]=2[N:21]=[CH:20][CH:19]=[CH:18]3)[C:5](=[O:6])[O:7][C:8]([CH3:10])([CH3:11])[CH3:9])[CH2:2][CH2:3]1. The catalyst class is: 116. (3) Reactant: [N+:1]([C:4]1[CH:9]=[CH:8][CH:7]=[CH:6][C:5]=1[OH:10])([O-:3])=[O:2].C(N(CC)CC)C.[F:18][C:19]([F:32])([F:31])[S:20](O[S:20]([C:19]([F:32])([F:31])[F:18])(=[O:22])=[O:21])(=[O:22])=[O:21].[Cl-].[NH4+]. Product: [F:18][C:19]([F:32])([F:31])[S:20]([O:10][C:5]1[CH:6]=[CH:7][CH:8]=[CH:9][C:4]=1[N+:1]([O-:3])=[O:2])(=[O:22])=[O:21]. The catalyst class is: 2. (4) The catalyst class is: 4. Reactant: C(O[C:6]([N:8]1[C@@H:12]([CH2:13][C:14]2[CH:19]=[CH:18][C:17]([OH:20])=[CH:16][CH:15]=2)[CH2:11][O:10][C:9]1([CH3:22])[CH3:21])=O)(C)(C)C.N1[C:28](C)=[CH:27][CH:26]=[CH:25][C:24]=1[CH3:30].[F:31][C:32]([F:45])([F:44])[S:33](O[S:33]([C:32]([F:45])([F:44])[F:31])(=[O:35])=[O:34])(=[O:35])=[O:34]. Product: [CH2:6]([N:8]1[C@@H:12]([CH2:13][C:14]2[CH:15]=[CH:16][C:17]([O:20][S:33]([C:32]([F:45])([F:44])[F:31])(=[O:35])=[O:34])=[CH:18][CH:19]=2)[CH2:11][O:10][C:9]1([CH3:21])[CH3:22])[C:24]1[CH:25]=[CH:26][CH:27]=[CH:28][CH:30]=1. (5) Reactant: [OH:1][C@H:2]1[CH2:19][CH2:18][C@@:17]2([CH3:20])[C@@H:4]([CH2:5][CH2:6][C@:7]3([CH3:48])[C@@H:16]2[CH2:15][CH2:14][C@H:13]2[C@@:8]3([CH3:47])[CH2:9][CH2:10][C@@:11]3([C:28]([N:30]4[CH2:35][CH2:34][CH:33]([C:36]([NH:38][CH2:39][CH2:40][N:41]5[CH2:46][CH2:45][O:44][CH2:43][CH2:42]5)=[O:37])[CH2:32][CH2:31]4)=[O:29])[CH2:23][CH2:22][C@@H:21]([C:24]4([CH3:27])[CH2:26][CH2:25]4)[C@@H:12]32)[C:3]1([CH3:50])[CH3:49].[CH3:51][C:52]1([CH3:59])[CH2:57][C:56](=[O:58])[O:55][C:53]1=[O:54].C1(C)C=CC=CC=1. Product: [CH3:51][C:52]([CH3:59])([CH2:57][C:56](=[O:58])[O:1][C@H:2]1[CH2:19][CH2:18][C@@:17]2([CH3:20])[C@@H:4]([CH2:5][CH2:6][C@:7]3([CH3:48])[C@@H:16]2[CH2:15][CH2:14][C@H:13]2[C@@:8]3([CH3:47])[CH2:9][CH2:10][C@@:11]3([C:28]([N:30]4[CH2:35][CH2:34][CH:33]([C:36](=[O:37])[NH:38][CH2:39][CH2:40][N:41]5[CH2:46][CH2:45][O:44][CH2:43][CH2:42]5)[CH2:32][CH2:31]4)=[O:29])[CH2:23][CH2:22][C@@H:21]([C:24]4([CH3:27])[CH2:25][CH2:26]4)[C@@H:12]32)[C:3]1([CH3:50])[CH3:49])[C:53]([OH:55])=[O:54]. The catalyst class is: 4. (6) Reactant: [N:1]1[CH:6]=[CH:5][CH:4]=[C:3]([O:7][C:8]2[N:16]=[CH:15][CH:14]=[CH:13][C:9]=2[C:10](O)=[O:11])[CH:2]=1.C(Cl)(=O)C([Cl:20])=O. Product: [N:1]1[CH:6]=[CH:5][CH:4]=[C:3]([O:7][C:8]2[N:16]=[CH:15][CH:14]=[CH:13][C:9]=2[C:10]([Cl:20])=[O:11])[CH:2]=1. The catalyst class is: 1. (7) Reactant: [C:1]([NH:4][CH:5]([C:47]([O:49]CC=C)=[O:48])[CH2:6][C:7]1[CH:44]=[CH:43][C:10]([N:11]([C:34](=[O:42])[C:35]([O:37][C:38]([CH3:41])([CH3:40])[CH3:39])=[O:36])[C:12]2[CH:33]=[CH:32][CH:31]=[CH:30][C:13]=2[C:14]([O:16][CH:17]([C:24]2[CH:29]=[CH:28][CH:27]=[CH:26][CH:25]=2)[C:18]2[CH:23]=[CH:22][CH:21]=[CH:20][CH:19]=2)=[O:15])=[C:9]([CH2:45][CH3:46])[CH:8]=1)(=[O:3])[CH3:2].N1CCOCC1. Product: [C:1]([NH:4][C@H:5]([C:47]([OH:49])=[O:48])[CH2:6][C:7]1[CH:44]=[CH:43][C:10]([N:11]([C:34](=[O:42])[C:35]([O:37][C:38]([CH3:39])([CH3:40])[CH3:41])=[O:36])[C:12]2[CH:33]=[CH:32][CH:31]=[CH:30][C:13]=2[C:14]([O:16][CH:17]([C:18]2[CH:23]=[CH:22][CH:21]=[CH:20][CH:19]=2)[C:24]2[CH:29]=[CH:28][CH:27]=[CH:26][CH:25]=2)=[O:15])=[C:9]([CH2:45][CH3:46])[CH:8]=1)(=[O:3])[CH3:2]. The catalyst class is: 668. (8) Product: [C:17]1([O:16][CH2:15][C:14]([N:6]2[C:7]3[C:12](=[CH:11][CH:10]=[CH:9][CH:8]=3)[CH2:13][C@H:5]2[C:3]([OH:4])=[O:2])=[O:27])[C:26]2[C:21](=[CH:22][CH:23]=[CH:24][CH:25]=2)[CH:20]=[CH:19][CH:18]=1. Reactant: C[O:2][C:3]([C@@H:5]1[CH2:13][C:12]2[C:7](=[CH:8][CH:9]=[CH:10][CH:11]=2)[N:6]1[C:14](=[O:27])[CH2:15][O:16][C:17]1[C:26]2[C:21](=[CH:22][CH:23]=[CH:24][CH:25]=2)[CH:20]=[CH:19][CH:18]=1)=[O:4].[Li+].[OH-]. The catalyst class is: 7.